This data is from Forward reaction prediction with 1.9M reactions from USPTO patents (1976-2016). The task is: Predict the product of the given reaction. (1) Given the reactants [Cl:1][C:2]1[CH:7]=[CH:6][C:5]([CH2:8][C@@H:9]([NH:32][CH:33]2[CH2:38][CH2:37][NH:36][CH2:35][CH2:34]2)[C:10]([N:12]2[CH2:17][CH2:16][CH:15]([N:18]([CH:26]3[CH2:31][CH2:30][CH2:29][CH2:28][CH2:27]3)[CH2:19][CH2:20][N:21]3[CH:25]=[CH:24][N:23]=[CH:22]3)[CH2:14][CH2:13]2)=[O:11])=[CH:4][CH:3]=1.Cl, predict the reaction product. The product is: [ClH:1].[Cl:1][C:2]1[CH:3]=[CH:4][C:5]([CH2:8][C@@H:9]([NH:32][CH:33]2[CH2:38][CH2:37][NH:36][CH2:35][CH2:34]2)[C:10]([N:12]2[CH2:17][CH2:16][CH:15]([N:18]([CH:26]3[CH2:31][CH2:30][CH2:29][CH2:28][CH2:27]3)[CH2:19][CH2:20][N:21]3[CH:25]=[CH:24][N:23]=[CH:22]3)[CH2:14][CH2:13]2)=[O:11])=[CH:6][CH:7]=1. (2) Given the reactants [Cl:1][C:2]1[C:7]([O:8][C:9](=[O:11])[CH3:10])=[C:6]([F:12])[C:5]([CH:13](Br)Br)=[CH:4][CH:3]=1.C([OH:19])(C)C, predict the reaction product. The product is: [Cl:1][C:2]1[C:7]([O:8][C:9](=[O:11])[CH3:10])=[C:6]([F:12])[C:5]([CH:13]=[O:19])=[CH:4][CH:3]=1. (3) Given the reactants [NH2:1][C@@H:2]([CH2:28][C:29]1[CH:34]=[CH:33][C:32]([O:35][CH2:36][C:37]2[CH:42]=[CH:41][CH:40]=[CH:39][CH:38]=2)=[CH:31][CH:30]=1)[C@H:3]([OH:27])[CH2:4][N:5]([CH2:18][C:19]([CH3:26])([CH3:25])[CH2:20][CH2:21][CH2:22][C:23]#[N:24])[S:6]([C:9]1[CH:17]=[CH:16][C:12]2[O:13][CH2:14][O:15][C:11]=2[CH:10]=1)(=[O:8])=[O:7].[O:43]1[CH2:47][CH2:46][C@H:45]([O:48][C:49](ON2C(=O)CCC2=O)=[O:50])[CH2:44]1.C(NC(C)C)(C)C.C(#N)C, predict the reaction product. The product is: [O:13]1[C:12]2[CH:16]=[CH:17][C:9]([S:6]([N:5]([CH2:18][C:19]([CH3:26])([CH3:25])[CH2:20][CH2:21][CH2:22][C:23]#[N:24])[CH2:4][C@@H:3]([OH:27])[C@@H:2]([NH:1][C:49](=[O:50])[O:48][C@H:45]3[CH2:46][CH2:47][O:43][CH2:44]3)[CH2:28][C:29]3[CH:30]=[CH:31][C:32]([O:35][CH2:36][C:37]4[CH:38]=[CH:39][CH:40]=[CH:41][CH:42]=4)=[CH:33][CH:34]=3)(=[O:8])=[O:7])=[CH:10][C:11]=2[O:15][CH2:14]1. (4) Given the reactants [C:1]([O:9][CH2:10][CH3:11])(=[O:8])[CH2:2][C:3]([O:5]CC)=O.[H-].[Na+].[CH3:14][N:15]1C(=O)O[C:18](=[O:19])[C:17]2=[CH:23][CH:24]=[CH:25][CH:26]=[C:16]12.C(OC(C)C)(C)C, predict the reaction product. The product is: [OH:19][C:18]1[C:17]2[C:16](=[CH:26][CH:25]=[CH:24][CH:23]=2)[N:15]([CH3:14])[C:3](=[O:5])[C:2]=1[C:1]([O:9][CH2:10][CH3:11])=[O:8]. (5) Given the reactants [CH3:1][C:2]([NH:6][C:7]([C:9]1[S:10][CH:11]=[CH:12][C:13]=1[OH:14])=[O:8])([CH3:5])[C:3]#[CH:4].C([O-])([O-])=O.[Cs+].[Cs+].[CH2:21](Br)[C:22]1[CH:27]=[CH:26][CH:25]=[CH:24][CH:23]=1, predict the reaction product. The product is: [CH2:21]([O:14][C:13]1[CH:12]=[CH:11][S:10][C:9]=1[C:7]([NH:6][C:2]([CH3:1])([CH3:5])[C:3]#[CH:4])=[O:8])[C:22]1[CH:27]=[CH:26][CH:25]=[CH:24][CH:23]=1. (6) Given the reactants [C:1]([C:5]1[CH:29]=[C:8]2[N:9]=[C:10]([CH3:28])[C:11]([CH:20]([CH2:25][CH2:26][CH3:27])[C:21]([O:23]C)=[O:22])=[C:12]([C:13]3[CH:18]=[CH:17][C:16]([CH3:19])=[CH:15][CH:14]=3)[N:7]2[N:6]=1)([CH3:4])([CH3:3])[CH3:2].[OH-].[Na+], predict the reaction product. The product is: [C:1]([C:5]1[CH:29]=[C:8]2[N:9]=[C:10]([CH3:28])[C:11]([CH:20]([CH2:25][CH2:26][CH3:27])[C:21]([OH:23])=[O:22])=[C:12]([C:13]3[CH:18]=[CH:17][C:16]([CH3:19])=[CH:15][CH:14]=3)[N:7]2[N:6]=1)([CH3:3])([CH3:4])[CH3:2]. (7) Given the reactants [CH3:1][C:2]1([CH3:23])[C:11]2[C:6](=[CH:7][CH:8]=[C:9]([C:12]([F:15])([F:14])[F:13])[CH:10]=2)[NH:5][CH:4]([C:16]2[CH:17]=[C:18]([NH2:22])[CH:19]=[CH:20][CH:21]=2)[CH2:3]1.N1C=CC=CC=1.[CH2:30]([S:32](Cl)(=[O:34])=[O:33])[CH3:31], predict the reaction product. The product is: [CH3:1][C:2]1([CH3:23])[C:11]2[C:6](=[CH:7][CH:8]=[C:9]([C:12]([F:15])([F:13])[F:14])[CH:10]=2)[NH:5][CH:4]([C:16]2[CH:17]=[C:18]([NH:22][S:32]([CH2:30][CH3:31])(=[O:34])=[O:33])[CH:19]=[CH:20][CH:21]=2)[CH2:3]1. (8) Given the reactants [CH3:1][O:2][C:3]1[CH:4]=[C:5]([NH2:10])[C:6]([NH2:9])=[CH:7][CH:8]=1.O=[CH:12][C:13]([C:15]1[CH:24]=[CH:23][C:18]([C:19]([O:21][CH3:22])=[O:20])=[CH:17][CH:16]=1)=O, predict the reaction product. The product is: [CH3:1][O:2][C:3]1[CH:4]=[C:5]2[C:6](=[CH:7][CH:8]=1)[N:9]=[C:13]([C:15]1[CH:24]=[CH:23][C:18]([C:19]([O:21][CH3:22])=[O:20])=[CH:17][CH:16]=1)[CH:12]=[N:10]2.